From a dataset of Human liver microsome stability data. Regression/Classification. Given a drug SMILES string, predict its absorption, distribution, metabolism, or excretion properties. Task type varies by dataset: regression for continuous measurements (e.g., permeability, clearance, half-life) or binary classification for categorical outcomes (e.g., BBB penetration, CYP inhibition). Dataset: hlm. (1) The drug is COc1ccc(-n2nc(C(N)=O)c3c2C(=O)N(c2ccc(C4(N(C)CCO)CC4)cc2)CC3)cc1. The result is 0 (unstable in human liver microsomes). (2) The molecule is CCC(=O)CNC(=O)C[C@H](CCC1CCCCC1)NC(=O)c1cc(-c2c(OC)cccc2OC)n(CC(C)C)n1. The result is 1 (stable in human liver microsomes).